From a dataset of Catalyst prediction with 721,799 reactions and 888 catalyst types from USPTO. Predict which catalyst facilitates the given reaction. (1) Reactant: [C:1]1([C:7]([C:27]2[CH:32]=[CH:31][CH:30]=[CH:29][CH:28]=2)([C:21]2[CH:26]=[CH:25][CH:24]=[CH:23][CH:22]=2)[N:8]2[CH2:13][CH2:12][N:11]([C:14](OC(C)(C)C)=[O:15])[CH2:10][CH2:9]2)[CH:6]=[CH:5][CH:4]=[CH:3][CH:2]=1.CN(C)CCN(C)C.C([Li])(CC)C.C1CCCCC1.[CH:52]1([C:58]([CH:60]2[CH2:65][CH2:64][CH2:63][CH2:62][CH2:61]2)=[O:59])[CH2:57][CH2:56][CH2:55][CH2:54][CH2:53]1.[Cl-].[NH4+]. Product: [CH:60]1([C:58]2([CH:52]3[CH2:53][CH2:54][CH2:55][CH2:56][CH2:57]3)[CH:10]3[CH2:9][N:8]([C:7]([C:1]4[CH:6]=[CH:5][CH:4]=[CH:3][CH:2]=4)([C:27]4[CH:28]=[CH:29][CH:30]=[CH:31][CH:32]=4)[C:21]4[CH:22]=[CH:23][CH:24]=[CH:25][CH:26]=4)[CH2:13][CH2:12][N:11]3[C:14](=[O:15])[O:59]2)[CH2:61][CH2:62][CH2:63][CH2:64][CH2:65]1. The catalyst class is: 188. (2) Reactant: [OH:1][C@@H:2]([CH3:7])[C:3]([O:5][CH3:6])=[O:4].N1C=CN=C1.[Si:13](Cl)([C:16]([CH3:19])([CH3:18])[CH3:17])([CH3:15])[CH3:14]. Product: [Si:13]([O:1][C@@H:2]([CH3:7])[C:3]([O:5][CH3:6])=[O:4])([C:16]([CH3:19])([CH3:18])[CH3:17])([CH3:15])[CH3:14]. The catalyst class is: 4. (3) Reactant: [Br:1][C:2]1[CH:3]=[C:4](C=O)[C:5]([O:8][CH3:9])=[N:6][CH:7]=1.[CH:12]([O:17][CH3:18])([O:15][CH3:16])OC.O.[O-2].[O-2].[O-2].O=[Si]=O.O=[Si]=O.O=[Si]=O.O=[Si]=O.[Al+3].[Al+3]. Product: [CH3:18][O:17][CH:12]([O:15][CH3:16])[C:4]1[C:5]([O:8][CH3:9])=[N:6][CH:7]=[C:2]([Br:1])[CH:3]=1. The catalyst class is: 4. (4) Reactant: [CH2:1]([NH:8][CH:9]([CH2:12][CH3:13])[CH2:10][CH3:11])[C:2]1[CH:7]=[CH:6][CH:5]=[CH:4][CH:3]=1.[Br:14][CH2:15][C:16](Br)=[O:17].CCN(CC)CC. Product: [CH2:1]([N:8]([CH:9]([CH2:12][CH3:13])[CH2:10][CH3:11])[C:16](=[O:17])[CH2:15][Br:14])[C:2]1[CH:7]=[CH:6][CH:5]=[CH:4][CH:3]=1. The catalyst class is: 2. (5) Reactant: C1(P(C2C=CC=CC=2)C2C=CC=CC=2)C=CC=CC=1.O[CH2:21][C:22]1[O:23][C:24](=[O:38])[C:25]2[C:30]([C:31]=1[C:32]1[CH:37]=[CH:36][CH:35]=[CH:34][CH:33]=1)=[CH:29][CH:28]=[CH:27][CH:26]=2.[Br:39]C(Br)(Br)Br.C(Cl)Cl. Product: [Br:39][CH2:21][C:22]1[O:23][C:24](=[O:38])[C:25]2[C:30]([C:31]=1[C:32]1[CH:37]=[CH:36][CH:35]=[CH:34][CH:33]=1)=[CH:29][CH:28]=[CH:27][CH:26]=2. The catalyst class is: 5. (6) Reactant: [CH:1]1([C:6]([N:8]2[CH2:13][CH2:12][N:11]([CH2:14][C:15]3[C:20]([F:21])=[CH:19][CH:18]=[C:17]([N+:22]([O-])=O)[C:16]=3[CH3:25])[CH2:10][C@@H:9]2[CH3:26])=[O:7])[CH2:5][CH2:4][CH2:3][CH2:2]1. Product: [NH2:22][C:17]1[C:16]([CH3:25])=[C:15]([C:20]([F:21])=[CH:19][CH:18]=1)[CH2:14][N:11]1[CH2:12][CH2:13][N:8]([C:6]([CH:1]2[CH2:5][CH2:4][CH2:3][CH2:2]2)=[O:7])[C@@H:9]([CH3:26])[CH2:10]1. The catalyst class is: 29. (7) Reactant: Br[C:2]1[CH:3]=[C:4]([C:7]([O:9][CH3:10])=[O:8])[S:5][CH:6]=1.C([O-])([O-])=O.[K+].[K+].[CH2:17]([N:19]1[C:23](B2OC(C)(C)C(C)(C)O2)=[CH:22][CH:21]=[N:20]1)[CH3:18]. Product: [CH2:17]([N:19]1[C:23]([C:2]2[CH:3]=[C:4]([C:7]([O:9][CH3:10])=[O:8])[S:5][CH:6]=2)=[CH:22][CH:21]=[N:20]1)[CH3:18]. The catalyst class is: 70. (8) Reactant: [NH2:1][C:2]1[CH:33]=[CH:32][C:5]([C:6]([NH:8][C:9]2[CH:14]=[CH:13][CH:12]=[C:11]([NH:15][C:16]3[CH:21]=[CH:20][C:19]([Cl:22])=[C:18]([C:23]4[C:31]5[C:26](=[CH:27][CH:28]=[CH:29][CH:30]=5)[NH:25][CH:24]=4)[N:17]=3)[CH:10]=2)=[O:7])=[CH:4][CH:3]=1.C[CH2:35][N:36]([CH:40]([CH3:42])C)[CH:37](C)C.BrC/C=[CH:46]/[C:47](Cl)=[O:48].CNC. Product: [Cl:22][C:19]1[CH:20]=[CH:21][C:16]([NH:15][C:11]2[CH:10]=[C:9]([NH:8][C:6](=[O:7])[C:5]3[CH:32]=[CH:33][C:2]([NH:1][C:47](=[O:48])/[CH:46]=[CH:42]/[CH2:40][N:36]([CH3:35])[CH3:37])=[CH:3][CH:4]=3)[CH:14]=[CH:13][CH:12]=2)=[N:17][C:18]=1[C:23]1[C:31]2[C:26](=[CH:27][CH:28]=[CH:29][CH:30]=2)[NH:25][CH:24]=1. The catalyst class is: 1. (9) Reactant: [OH-].[K+].C([O:5][C:6]([C:8]1[CH:9]=[N:10][N:11]([C:13]2[NH:22][C:21](=[O:23])[C:20]3[C:15](=[CH:16][C:17]([F:25])=[CH:18][C:19]=3[F:24])[N:14]=2)[CH:12]=1)=[O:7])C. Product: [F:24][C:19]1[CH:18]=[C:17]([F:25])[CH:16]=[C:15]2[C:20]=1[C:21](=[O:23])[NH:22][C:13]([N:11]1[CH:12]=[C:8]([C:6]([OH:7])=[O:5])[CH:9]=[N:10]1)=[N:14]2. The catalyst class is: 1.